Dataset: Full USPTO retrosynthesis dataset with 1.9M reactions from patents (1976-2016). Task: Predict the reactants needed to synthesize the given product. (1) Given the product [CH3:1][O:2][C:3](=[O:23])[C@@H:4]([NH:15][C:16]([O:18][C:19]([CH3:21])([CH3:20])[CH3:22])=[O:17])[CH2:5][C:6]1[CH:11]=[CH:10][C:9]([NH2:12])=[CH:8][CH:7]=1, predict the reactants needed to synthesize it. The reactants are: [CH3:1][O:2][C:3](=[O:23])[C@@H:4]([NH:15][C:16]([O:18][C:19]([CH3:22])([CH3:21])[CH3:20])=[O:17])[CH2:5][C:6]1[CH:11]=[CH:10][C:9]([N+:12]([O-])=O)=[CH:8][CH:7]=1.[Cl-].[NH4+].CO. (2) Given the product [C:1]([O:5][C:6](=[O:30])[N:7]([C:8]1[CH:13]=[CH:12][C:11]([N:14]2[CH2:19][CH2:18][O:17][CH2:16][CH2:15]2)=[CH:10][CH:9]=1)[C:20]1[C:21]2[N:22]([CH:27]=[CH:28][N:29]=2)[C:23]([B:31]2[O:35][C:34]([CH3:37])([CH3:36])[C:33]([CH3:39])([CH3:38])[O:32]2)=[CH:24][N:25]=1)([CH3:4])([CH3:3])[CH3:2], predict the reactants needed to synthesize it. The reactants are: [C:1]([O:5][C:6](=[O:30])[N:7]([C:20]1[C:21]2[N:22]([CH:27]=[CH:28][N:29]=2)[C:23](Br)=[CH:24][N:25]=1)[C:8]1[CH:13]=[CH:12][C:11]([N:14]2[CH2:19][CH2:18][O:17][CH2:16][CH2:15]2)=[CH:10][CH:9]=1)([CH3:4])([CH3:3])[CH3:2].[B:31]1([B:31]2[O:35][C:34]([CH3:37])([CH3:36])[C:33]([CH3:39])([CH3:38])[O:32]2)[O:35][C:34]([CH3:37])([CH3:36])[C:33]([CH3:39])([CH3:38])[O:32]1.CC([O-])=O.[K+].C(Cl)Cl. (3) Given the product [Cl:1][C:2]1[S:6][C:5]([C:7]([NH:9][C:10]2[C:18]3[C:13](=[CH:14][CH:15]=[C:16]([C:19]4[O:23][C:22]([C:24]([OH:26])=[O:25])=[CH:21][CH:20]=4)[CH:17]=3)[NH:12][N:11]=2)=[O:8])=[CH:4][CH:3]=1, predict the reactants needed to synthesize it. The reactants are: [Cl:1][C:2]1[S:6][C:5]([C:7]([NH:9][C:10]2[C:18]3[C:13](=[CH:14][CH:15]=[C:16]([C:19]4[O:23][C:22]([C:24]([O:26]C(C)(C)C)=[O:25])=[CH:21][CH:20]=4)[CH:17]=3)[NH:12][N:11]=2)=[O:8])=[CH:4][CH:3]=1.ClCCl. (4) The reactants are: FC(F)(F)C(O)=O.C([O:15][C:16]1[CH:24]=[CH:23][C:22]([C:25]2[CH:26]=[N:27][CH:28]=[CH:29][CH:30]=2)=[CH:21][C:17]=1[C:18]([OH:20])=[O:19])C1C=CC=CC=1. Given the product [OH:15][C:16]1[CH:24]=[CH:23][C:22]([C:25]2[CH:26]=[N:27][CH:28]=[CH:29][CH:30]=2)=[CH:21][C:17]=1[C:18]([OH:20])=[O:19], predict the reactants needed to synthesize it. (5) Given the product [CH3:1][O:2][C:3]1[CH:4]=[CH:5][C:6]([C:9]2[C:17]3[C:16]([NH:18][CH2:19][CH2:20][CH2:21][CH2:22][CH2:23][C:24]4[NH:38][N:37]=[N:36][N:25]=4)=[N:15][CH:14]=[N:13][C:12]=3[O:11][C:10]=2[C:26]2[CH:27]=[CH:28][CH:29]=[CH:30][CH:31]=2)=[CH:7][CH:8]=1, predict the reactants needed to synthesize it. The reactants are: [CH3:1][O:2][C:3]1[CH:8]=[CH:7][C:6]([C:9]2[C:17]3[C:16]([NH:18][CH2:19][CH2:20][CH2:21][CH2:22][CH2:23][C:24]#[N:25])=[N:15][CH:14]=[N:13][C:12]=3[O:11][C:10]=2[C:26]2[CH:31]=[CH:30][CH:29]=[CH:28][CH:27]=2)=[CH:5][CH:4]=1.C[Si]([N:36]=[N+:37]=[N-:38])(C)C.C([Sn](=O)CCCC)CCC. (6) Given the product [CH2:1]([N:8]1[CH2:13][CH2:12][N:11]([C:14]([O:16][C:17]([CH3:18])([CH3:19])[CH3:20])=[O:15])[C@H:10]([CH:21]([CH:23]2[CH2:25][CH2:24]2)[OH:22])[CH2:9]1)[C:2]1[CH:7]=[CH:6][CH:5]=[CH:4][CH:3]=1, predict the reactants needed to synthesize it. The reactants are: [CH2:1]([N:8]1[CH2:13][CH2:12][N:11]([C:14]([O:16][C:17]([CH3:20])([CH3:19])[CH3:18])=[O:15])[C@H:10]([CH:21]=[O:22])[CH2:9]1)[C:2]1[CH:7]=[CH:6][CH:5]=[CH:4][CH:3]=1.[CH:23]1([Mg]Br)[CH2:25][CH2:24]1.[Cl-].[NH4+]. (7) Given the product [Cl:35][C:27]1[C:28]([O:33][CH3:34])=[CH:29][C:30]([O:31][CH3:32])=[C:2]([Cl:1])[C:3]=1[CH2:4][O:5][C:6]1[CH:7]=[N:8][C:9]([NH:12][C:13]2[CH:18]=[CH:17][C:16]([CH:19]3[CH2:24][CH2:23][N:22]([CH:37]([CH3:39])[CH3:36])[CH2:21][CH2:20]3)=[CH:15][C:14]=2[O:25][CH3:26])=[N:10][CH:11]=1, predict the reactants needed to synthesize it. The reactants are: [Cl:1][C:2]1[C:30]([O:31][CH3:32])=[CH:29][C:28]([O:33][CH3:34])=[C:27]([Cl:35])[C:3]=1[CH2:4][O:5][C:6]1[CH:7]=[N:8][C:9]([NH:12][C:13]2[CH:18]=[CH:17][C:16]([CH:19]3[CH2:24][CH2:23][NH:22][CH2:21][CH2:20]3)=[CH:15][C:14]=2[O:25][CH3:26])=[N:10][CH:11]=1.[CH3:36][C:37]([CH3:39])=O.C(O[BH-](OC(=O)C)OC(=O)C)(=O)C.[Na+].C(=O)([O-])O.[Na+].